This data is from Forward reaction prediction with 1.9M reactions from USPTO patents (1976-2016). The task is: Predict the product of the given reaction. (1) Given the reactants [Cl:1][C:2]1[CH:7]=[CH:6][C:5](B(O)O)=[CH:4][C:3]=1[C:11]([NH:13][CH2:14][C:15]12[CH2:24][CH:19]3[CH2:20][CH:21]([CH2:23][CH:17]([CH2:18]3)[CH2:16]1)[CH2:22]2)=[O:12].Cl[C:26]1[C:31]([C:32]([O:34][CH3:35])=[O:33])=[CH:30][C:29]([Cl:36])=[CH:28][N:27]=1.C(=O)([O-])[O-].[K+].[K+], predict the reaction product. The product is: [Cl:36][C:29]1[CH:30]=[C:31]([C:32]([O:34][CH3:35])=[O:33])[C:26]([C:5]2[CH:6]=[CH:7][C:2]([Cl:1])=[C:3]([C:11]([NH:13][CH2:14][C:15]34[CH2:24][CH:19]5[CH2:20][CH:21]([CH2:23][CH:17]([CH2:18]5)[CH2:16]3)[CH2:22]4)=[O:12])[CH:4]=2)=[N:27][CH:28]=1. (2) Given the reactants [NH:1]1[CH:5]=[CH:4][N:3]=[CH:2]1.[CH2:6](Br)[CH2:7][CH2:8][CH2:9][CH2:10][CH2:11][CH2:12][CH2:13][CH2:14][CH2:15][CH2:16][CH2:17][CH2:18][CH2:19][CH2:20][CH3:21], predict the reaction product. The product is: [CH2:21]([N:1]1[CH:5]=[CH:4][N:3]=[CH:2]1)[CH2:20][CH2:19][CH2:18][CH2:17][CH2:16][CH2:15][CH2:14][CH2:13][CH2:12][CH2:11][CH2:10][CH2:9][CH2:8][CH2:7][CH3:6]. (3) The product is: [N:20]1[CH:25]=[CH:24][CH:23]=[CH:22][C:21]=1/[CH:26]=[CH:1]/[P:10](=[O:17])([O:11][CH2:12][CH3:13])[O:14][CH2:15][CH3:16]. Given the reactants [CH2:1]([P:10](=[O:17])([O:14][CH2:15][CH3:16])[O:11][CH2:12][CH3:13])P(=O)(OCC)OCC.[H-].[Na+].[N:20]1[CH:25]=[CH:24][CH:23]=[CH:22][C:21]=1[CH:26]=O.O, predict the reaction product. (4) Given the reactants [CH2:1]([C:8]1[CH:25]=[CH:24][C:11]2[N:12]=[C:13]([C:15]3[CH:22]=[CH:21][C:18]([CH:19]=O)=[CH:17][C:16]=3[F:23])[S:14][C:10]=2[CH:9]=1)[C:2]1[CH:7]=[CH:6][CH:5]=[CH:4][CH:3]=1.[NH:26]1[CH2:29][CH:28]([C:30]([OH:32])=[O:31])[CH2:27]1.C(O)(=O)C.[Na], predict the reaction product. The product is: [CH2:1]([C:8]1[CH:25]=[CH:24][C:11]2[N:12]=[C:13]([C:15]3[CH:22]=[CH:21][C:18]([CH2:19][N:26]4[CH2:29][CH:28]([C:30]([OH:32])=[O:31])[CH2:27]4)=[CH:17][C:16]=3[F:23])[S:14][C:10]=2[CH:9]=1)[C:2]1[CH:3]=[CH:4][CH:5]=[CH:6][CH:7]=1. (5) The product is: [Cl:31][C:24]1[CH:23]=[C:22]([C:19]2[CH:20]=[CH:21][N:17]([CH2:16][C@@H:15]([NH:14][C:9]([C:7]3[N:6]=[C:5]([CH3:12])[N:4]([CH2:3][C@H:2]([OH:1])[CH3:13])[CH:8]=3)=[O:11])[CH3:32])[N:18]=2)[CH:29]=[C:28]([F:30])[C:25]=1[C:26]#[N:27]. Given the reactants [OH:1][C@H:2]([CH3:13])[CH2:3][N:4]1[CH:8]=[C:7]([C:9]([OH:11])=O)[N:6]=[C:5]1[CH3:12].[NH2:14][C@@H:15]([CH3:32])[CH2:16][N:17]1[CH:21]=[CH:20][C:19]([C:22]2[CH:29]=[C:28]([F:30])[C:25]([C:26]#[N:27])=[C:24]([Cl:31])[CH:23]=2)=[N:18]1.CN(C=O)C, predict the reaction product. (6) Given the reactants [NH2:1][C:2]1[CH:11]=[CH:10][C:5]([C:6]([O:8][CH3:9])=[O:7])=[CH:4][CH:3]=1.[CH3:12][CH:13]([CH2:15][CH2:16][CH2:17][CH:18]([CH2:20]CO)[CH3:19])[CH3:14].CO, predict the reaction product. The product is: [NH2:1][C:2]1[CH:3]=[CH:4][C:5]([C:6]([O:8][CH2:9][CH2:12][CH:13]([CH3:14])[CH2:15][CH2:16][CH2:17][CH:18]([CH3:20])[CH3:19])=[O:7])=[CH:10][CH:11]=1. (7) The product is: [NH2:6][C:5]1[CH:7]=[CH:8][C:2](/[C:12](/[CH3:13])=[CH:11]/[C:10]([O:15][CH2:16][CH3:17])=[O:14])=[C:3]([Cl:9])[CH:4]=1. Given the reactants Br[C:2]1[CH:8]=[CH:7][C:5]([NH2:6])=[CH:4][C:3]=1[Cl:9].[C:10]([O:15][CH2:16][CH3:17])(=[O:14])/[CH:11]=[CH:12]/[CH3:13].NC1C(F)=CC(/C(/C)=C/C(OCC)=O)=C(F)C=1, predict the reaction product.